Dataset: Reaction yield outcomes from USPTO patents with 853,638 reactions. Task: Predict the reaction yield, written as a fraction of the theoretical maximum amount of product (1.0 means a 100% yield; for example, 0.34 means a 34% yield). (1) The reactants are [CH2:1]([O:3][CH:4]([O:19][CH2:20][CH3:21])[C@@H:5]([NH:7][CH2:8][C:9]1[C:18]2[C:13](=[CH:14][CH:15]=[CH:16][CH:17]=2)[CH:12]=[CH:11][CH:10]=1)[CH3:6])[CH3:2].[NH:22]([C:28]([O:30][CH2:31][CH:32]1[C:44]2[C:39](=[CH:40][CH:41]=[CH:42][CH:43]=2)[C:38]2[C:33]1=[CH:34][CH:35]=[CH:36][CH:37]=2)=[O:29])[C@H:23]([C:25](O)=[O:26])[CH3:24].CN(C(ON1N=NC2C=CC=NC1=2)=[N+](C)C)C.F[P-](F)(F)(F)(F)F.CCN(C(C)C)C(C)C. The catalyst is CN(C=O)C.C(OC(=O)C)C.O. The product is [CH2:20]([O:19][CH:4]([O:3][CH2:1][CH3:2])[C@@H:5]([N:7]([CH2:8][C:9]1[C:18]2[C:13](=[CH:14][CH:15]=[CH:16][CH:17]=2)[CH:12]=[CH:11][CH:10]=1)[C:25](=[O:26])[C@@H:23]([NH:22][C:28](=[O:29])[O:30][CH2:31][CH:32]1[C:33]2[CH:34]=[CH:35][CH:36]=[CH:37][C:38]=2[C:39]2[C:44]1=[CH:43][CH:42]=[CH:41][CH:40]=2)[CH3:24])[CH3:6])[CH3:21]. The yield is 0.710. (2) The reactants are [F:1][C:2]1[CH:7]=[CH:6][CH:5]=[C:4]([F:8])[C:3]=1[N:9]1[C:14]2[N:15]=[C:16]([NH:27][CH2:28][C:29](O)=[O:30])[N:17]=[C:18]([C:19]3[CH:24]=[CH:23][C:22]([F:25])=[CH:21][C:20]=3[CH3:26])[C:13]=2[CH:12]=[CH:11][C:10]1=[O:32].Cl.[NH:34]1[CH2:37][CH:36]([OH:38])[CH2:35]1.CN(C(ON1N=NC2C1=CC=CC=2)=[N+](C)C)C.F[P-](F)(F)(F)(F)F.CN1CCOCC1. The catalyst is CN(C=O)C. The product is [F:8][C:4]1[CH:5]=[CH:6][CH:7]=[C:2]([F:1])[C:3]=1[N:9]1[C:14]2[N:15]=[C:16]([NH:27][CH2:28][C:29]([N:34]3[CH2:37][CH:36]([OH:38])[CH2:35]3)=[O:30])[N:17]=[C:18]([C:19]3[CH:24]=[CH:23][C:22]([F:25])=[CH:21][C:20]=3[CH3:26])[C:13]=2[CH:12]=[CH:11][C:10]1=[O:32]. The yield is 0.490. (3) The reactants are Br[C:2]1[CH:11]=[CH:10][C:5]([C:6]([O:8][CH3:9])=[O:7])=[CH:4][C:3]=1OC.[B:14]1([B:14]2[O:18][C:17]([CH3:20])([CH3:19])[C:16]([CH3:22])([CH3:21])[O:15]2)[O:18][C:17]([CH3:20])([CH3:19])[C:16]([CH3:22])([CH3:21])[O:15]1.[C:32]([O-])(=[O:34])[CH3:33].[K+]. The catalyst is C1C=CC(P(C2C=CC=CC=2)[C-]2C=CC=C2)=CC=1.C1C=CC(P(C2C=CC=CC=2)[C-]2C=CC=C2)=CC=1.Cl[Pd]Cl.[Fe+2].O1CCOCC1. The product is [CH2:32]([O:34][C:4]1[CH:3]=[C:2]([B:14]2[O:18][C:17]([CH3:20])([CH3:19])[C:16]([CH3:21])([CH3:22])[O:15]2)[CH:11]=[CH:10][C:5]=1[C:6]([O:8][CH3:9])=[O:7])[CH3:33]. The yield is 0.500. (4) The reactants are [CH:1]1[C:14]2[CH:13]=[C:12](B(O)O)[C:11]3[C:6](=[CH:7][CH:8]=[CH:9][CH:10]=3)[C:5]=2[CH:4]=[CH:3][CH:2]=1.Br[C:19]1[CH:20]=[C:21]([C:26]2[N:31]=[C:30]([C:32]3[CH:37]=[CH:36][CH:35]=[CH:34][CH:33]=3)[N:29]=[C:28]([C:38]3[CH:43]=[CH:42][CH:41]=[CH:40][CH:39]=3)[N:27]=2)[CH:22]=[C:23](Br)[CH:24]=1.C([O-])([O-])=O.[K+].[K+].[N:50]1[CH:55]=[CH:54][CH:53]=[C:52](B(O)O)[CH:51]=1. The catalyst is C1C=CC([P]([Pd]([P](C2C=CC=CC=2)(C2C=CC=CC=2)C2C=CC=CC=2)([P](C2C=CC=CC=2)(C2C=CC=CC=2)C2C=CC=CC=2)[P](C2C=CC=CC=2)(C2C=CC=CC=2)C2C=CC=CC=2)(C2C=CC=CC=2)C2C=CC=CC=2)=CC=1.C(O)C.C1(C)C=CC=CC=1. The product is [C:32]1([C:30]2[N:29]=[C:28]([C:38]3[CH:43]=[CH:42][CH:41]=[CH:40][CH:39]=3)[N:27]=[C:26]([C:21]3[CH:22]=[C:23]([C:13]4[C:14]5[C:5]([C:6]6[CH:7]=[CH:8][CH:9]=[CH:10][C:11]=6[CH:12]=4)=[CH:4][CH:3]=[CH:2][CH:1]=5)[CH:24]=[C:19]([C:52]4[CH:51]=[N:50][CH:55]=[CH:54][CH:53]=4)[CH:20]=3)[N:31]=2)[CH:37]=[CH:36][CH:35]=[CH:34][CH:33]=1. The yield is 0.480. (5) The reactants are CO[C:3](=[O:21])[C:4]1[CH:9]=[C:8]([C:10]2[N:11]=[N:12][CH:13]=[CH:14][CH:15]=2)[C:7]([C:16]([F:19])([F:18])[F:17])=[CH:6][C:5]=1[NH2:20].ClC([O:25][C:26]1C=CC(Cl)=CC=1)=O.[CH3:33][S:34]([NH:37][NH2:38])(=[O:36])=[O:35].CCN(C(C)C)C(C)C. The catalyst is O1CCOCC1. The product is [O:25]=[C:26]1[N:38]([NH:37][S:34]([CH3:33])(=[O:36])=[O:35])[C:3](=[O:21])[C:4]2[C:5](=[CH:6][C:7]([C:16]([F:17])([F:18])[F:19])=[C:8]([C:10]3[N:11]=[N:12][CH:13]=[CH:14][CH:15]=3)[CH:9]=2)[NH:20]1. The yield is 0.120. (6) The reactants are [NH2:1][C:2]1[C:3]([F:23])=[CH:4][C:5]([CH3:22])=[C:6]([C:8]2[C:9](=[O:21])[N:10]([CH2:19][CH3:20])[C:11]3[C:16]([CH:17]=2)=[CH:15][N:14]=[C:13]([Cl:18])[CH:12]=3)[CH:7]=1.[C:24]1([N:30]=[C:31]=[O:32])[CH:29]=[CH:28][CH:27]=[CH:26][CH:25]=1. The catalyst is C1COCC1. The product is [Cl:18][C:13]1[CH:12]=[C:11]2[C:16]([CH:17]=[C:8]([C:6]3[C:5]([CH3:22])=[CH:4][C:3]([F:23])=[C:2]([NH:1][C:31]([NH:30][C:24]4[CH:29]=[CH:28][CH:27]=[CH:26][CH:25]=4)=[O:32])[CH:7]=3)[C:9](=[O:21])[N:10]2[CH2:19][CH3:20])=[CH:15][N:14]=1. The yield is 0.780. (7) The reactants are [C@@H:1]1([N:9]2[CH:13]=[C:12]([C:14]#[C:15][CH3:16])[CH:11]=[C:10]2[CH:17]=[O:18])[O:6][C@H:5]([CH2:7][OH:8])[C@@H:3]([OH:4])[CH2:2]1.[C:19](Cl)([C:32]1[CH:37]=[CH:36][CH:35]=[CH:34][CH:33]=1)([C:26]1[CH:31]=[CH:30][CH:29]=[CH:28][CH:27]=1)[C:20]1[CH:25]=[CH:24][CH:23]=[CH:22][CH:21]=1.C(NC(C)C)(C)C. The catalyst is N1C=CC=CC=1. The product is [C:19]([O:8][CH2:7][C@H:5]1[O:6][C@@H:1]([N:9]2[CH:13]=[C:12]([C:14]#[C:15][CH3:16])[CH:11]=[C:10]2[CH:17]=[O:18])[CH2:2][C@@H:3]1[OH:4])([C:20]1[CH:25]=[CH:24][CH:23]=[CH:22][CH:21]=1)([C:32]1[CH:33]=[CH:34][CH:35]=[CH:36][CH:37]=1)[C:26]1[CH:27]=[CH:28][CH:29]=[CH:30][CH:31]=1. The yield is 0.800. (8) The reactants are [CH2:1]([O:8][C@H:9]([C@H:26]([C@@H:32]([OH:34])[CH3:33])[CH2:27][CH2:28][CH:29]([CH3:31])[CH3:30])[CH2:10][CH2:11][CH2:12][C@H:13]([NH:18][C:19]([O:21][C:22]([CH3:25])([CH3:24])[CH3:23])=[O:20])[C:14]([O:16]C)=[O:15])[C:2]1[CH:7]=[CH:6][CH:5]=[CH:4][CH:3]=1.O[Li].O. The catalyst is C1COCC1.O.CCOC(C)=O.Cl. The product is [CH2:1]([O:8][C@H:9]([C@H:26]([C@@H:32]([OH:34])[CH3:33])[CH2:27][CH2:28][CH:29]([CH3:30])[CH3:31])[CH2:10][CH2:11][CH2:12][C@H:13]([NH:18][C:19]([O:21][C:22]([CH3:23])([CH3:25])[CH3:24])=[O:20])[C:14]([OH:16])=[O:15])[C:2]1[CH:3]=[CH:4][CH:5]=[CH:6][CH:7]=1. The yield is 0.880.